From a dataset of Peptide-MHC class I binding affinity with 185,985 pairs from IEDB/IMGT. Regression. Given a peptide amino acid sequence and an MHC pseudo amino acid sequence, predict their binding affinity value. This is MHC class I binding data. (1) The peptide sequence is FLKSDYFPSV. The MHC is HLA-A02:03 with pseudo-sequence HLA-A02:03. The binding affinity (normalized) is 1.00. (2) The peptide sequence is YLLEMLWRL. The MHC is HLA-B40:02 with pseudo-sequence HLA-B40:02. The binding affinity (normalized) is 0.727. (3) The MHC is HLA-A68:02 with pseudo-sequence HLA-A68:02. The peptide sequence is VDVCGMFTNR. The binding affinity (normalized) is 0. (4) The peptide sequence is RTRAGRHAF. The MHC is HLA-B27:20 with pseudo-sequence HLA-B27:20. The binding affinity (normalized) is 0.423. (5) The peptide sequence is DSKGISHFY. The MHC is HLA-A23:01 with pseudo-sequence HLA-A23:01. The binding affinity (normalized) is 0. (6) The peptide sequence is KRINSLIKY. The MHC is HLA-B48:01 with pseudo-sequence HLA-B48:01. The binding affinity (normalized) is 0.0847. (7) The binding affinity (normalized) is 0.508. The peptide sequence is AATIRVLAL. The MHC is HLA-B07:02 with pseudo-sequence HLA-B07:02. (8) The peptide sequence is VMPLSAPTL. The MHC is HLA-A23:01 with pseudo-sequence HLA-A23:01. The binding affinity (normalized) is 0.189.